This data is from Forward reaction prediction with 1.9M reactions from USPTO patents (1976-2016). The task is: Predict the product of the given reaction. (1) Given the reactants Br[C:2]1[C:3]([NH:9][CH2:10][C:11]([O:13][CH2:14][CH3:15])=[O:12])=[N:4][CH:5]=[C:6]([Br:8])[N:7]=1.[CH3:16][O:17][C:18]1[CH:23]=[C:22]([O:24][CH3:25])[CH:21]=[CH:20][C:19]=1[CH2:26][NH2:27].C(N(CC)C(C)C)(C)C, predict the reaction product. The product is: [Br:8][C:6]1[N:7]=[C:2]([NH:27][CH2:26][C:19]2[CH:20]=[CH:21][C:22]([O:24][CH3:25])=[CH:23][C:18]=2[O:17][CH3:16])[C:3]([NH:9][CH2:10][C:11]([O:13][CH2:14][CH3:15])=[O:12])=[N:4][CH:5]=1. (2) Given the reactants C(Cl)(=O)C(Cl)=O.CS(C)=O.[CH:11]([N:14]1[CH2:19][CH2:18][CH:17]([CH2:20][OH:21])[CH2:16][CH2:15]1)([CH3:13])[CH3:12].C(=O)([O-])O.[Na+], predict the reaction product. The product is: [CH:11]([N:14]1[CH2:19][CH2:18][CH:17]([CH:20]=[O:21])[CH2:16][CH2:15]1)([CH3:13])[CH3:12]. (3) Given the reactants O[C@@H](C1C=CC=CC=1)C(O)=O.[CH3:12][C@H:13]1[CH2:18][CH2:17][CH2:16][NH:15][CH2:14]1.[OH-].[Na+].[CH3:21][C:22]([O:25][C:26](O[C:26]([O:25][C:22]([CH3:24])([CH3:23])[CH3:21])=[O:27])=[O:27])([CH3:24])[CH3:23], predict the reaction product. The product is: [CH3:12][C@H:13]1[CH2:18][CH2:17][CH2:16][N:15]([C:26]([O:25][C:22]([CH3:24])([CH3:23])[CH3:21])=[O:27])[CH2:14]1. (4) Given the reactants [Br-].[CH2:2]([P+:4]([CH2:10][CH3:11])([CH2:8][CH3:9])[CH2:5][O:6][CH3:7])[CH3:3].[N-:12]([S:20]([C:23]([F:26])([F:25])[F:24])(=[O:22])=[O:21])[S:13]([C:16]([F:19])([F:18])[F:17])(=[O:15])=[O:14].[Li+], predict the reaction product. The product is: [N-:12]([S:13]([C:16]([F:19])([F:17])[F:18])(=[O:15])=[O:14])[S:20]([C:23]([F:26])([F:25])[F:24])(=[O:22])=[O:21].[CH2:2]([P+:4]([CH2:10][CH3:11])([CH2:8][CH3:9])[CH2:5][O:6][CH3:7])[CH3:3]. (5) Given the reactants [C:1]([C:9]1[CH:23]=[CH:22][C:12]([O:13][CH2:14][CH2:15][O:16][CH2:17][CH2:18][N:19]([CH3:21])[CH3:20])=[CH:11][CH:10]=1)([CH2:4][C:5]([CH3:8])([CH3:7])[CH3:6])([CH3:3])[CH3:2].C(C(C)=O)C(C)C.[CH2:31]([Cl:38])[C:32]1[CH:37]=[CH:36][CH:35]=[CH:34][CH:33]=1, predict the reaction product. The product is: [CH3:6][C:5]([CH2:4][C:1]([C:9]1[CH:23]=[CH:22][C:12]([O:13][CH2:14][CH2:15][O:16][CH2:17][CH2:18][N+:19]([CH2:31][C:32]2[CH:33]=[CH:34][CH:35]=[CH:36][CH:37]=2)([CH3:21])[CH3:20])=[CH:11][CH:10]=1)([CH3:2])[CH3:3])([CH3:8])[CH3:7].[Cl-:38]. (6) Given the reactants [I:1][C:2]1[CH:3]=[C:4]2[C:9](=[CH:10][CH:11]=1)[N:8]([CH:12]1[CH2:14][CH2:13]1)[CH:7]=[C:6]([C:15]([O:17]CC)=[O:16])[C:5]2=[O:20].[OH-].[Na+].C(O)(=O)CC(CC(O)=O)(C(O)=O)O, predict the reaction product. The product is: [I:1][C:2]1[CH:3]=[C:4]2[C:9](=[CH:10][CH:11]=1)[N:8]([CH:12]1[CH2:14][CH2:13]1)[CH:7]=[C:6]([C:15]([OH:17])=[O:16])[C:5]2=[O:20].